Dataset: Full USPTO retrosynthesis dataset with 1.9M reactions from patents (1976-2016). Task: Predict the reactants needed to synthesize the given product. (1) Given the product [Cl:23][CH2:24][C:14]1[CH:13]=[CH:12][C:9]2[CH2:10][CH2:11][N:5]([C:3](=[O:4])[C:2]([F:1])([F:16])[F:17])[CH2:6][CH2:7][C:8]=2[CH:15]=1, predict the reactants needed to synthesize it. The reactants are: [F:1][C:2]([F:17])([F:16])[C:3]([N:5]1[CH2:11][CH2:10][C:9]2[CH:12]=[CH:13][CH:14]=[CH:15][C:8]=2[CH2:7][CH2:6]1)=[O:4].Cl[Sn](Cl)(Cl)Cl.[Cl:23][CH2:24]OC. (2) Given the product [CH3:7][C:4]([S:3][S:2][CH3:1])([CH3:8])[CH2:5][NH:9][CH2:10][CH2:11][O:12][C:13]1[CH:14]=[C:15]([CH2:21][OH:22])[N:16]=[C:17]([CH2:19][OH:20])[CH:18]=1, predict the reactants needed to synthesize it. The reactants are: [CH3:1][S:2][S:3][C:4]([CH3:8])([CH3:7])[CH:5]=O.[NH2:9][CH2:10][CH2:11][O:12][C:13]1[CH:18]=[C:17]([CH2:19][OH:20])[N:16]=[C:15]([CH2:21][OH:22])[CH:14]=1.C(OC(NCCOC1C=C(CO)N=C(CO)C=1)=O)(C)(C)C.C([BH3-])#N.[Na+].[OH-].[Na+].